This data is from Reaction yield outcomes from USPTO patents with 853,638 reactions. The task is: Predict the reaction yield, written as a fraction of the theoretical maximum amount of product (1.0 means a 100% yield; for example, 0.34 means a 34% yield). (1) The reactants are [Br:1][C:2]1[CH:7]=[C:6]([CH2:8][C:9]([C:11]2[CH:16]=[CH:15][CH:14]=[CH:13][N:12]=2)=O)[CH:5]=[CH:4][N:3]=1.C(O)(=O)C.CC([N:24]([CH3:26])C)=O.O.[NH2:28]N. The catalyst is CN(C=O)C.O. The product is [Br:1][C:2]1[CH:7]=[C:6]([C:8]2[C:9]([C:11]3[CH:16]=[CH:15][CH:14]=[CH:13][N:12]=3)=[N:28][NH:24][CH:26]=2)[CH:5]=[CH:4][N:3]=1. The yield is 0.605. (2) The reactants are Br[C:2]1[CH:22]=[C:21]([CH3:23])[CH:20]=[CH:19][C:3]=1[O:4][C:5]1[C:14]2[C:9](=[CH:10][C:11]([O:17][CH3:18])=[C:12]([O:15][CH3:16])[CH:13]=2)[N:8]=[CH:7][CH:6]=1.C([Li])CCC.CCCCCC.[O:35]1[CH:39]=[CH:38][CH:37]=[C:36]1[C:40](Cl)=[O:41].O. The catalyst is O1CCCC1. The product is [CH3:16][O:15][C:12]1[CH:13]=[C:14]2[C:9](=[CH:10][C:11]=1[O:17][CH3:18])[N:8]=[CH:7][CH:6]=[C:5]2[O:4][C:3]1[CH:19]=[CH:20][C:21]([CH3:23])=[CH:22][C:2]=1[C:40]([C:36]1[O:35][CH:39]=[CH:38][CH:37]=1)=[O:41]. The yield is 0.330.